From a dataset of Forward reaction prediction with 1.9M reactions from USPTO patents (1976-2016). Predict the product of the given reaction. (1) Given the reactants [N:1]1([C:7]2[CH:12]=[CH:11][C:10]([NH:13][C:14]3[N:19]=[CH:18][N:17]=[C:16]([C:20]4[CH:21]=[CH:22][C:23]([O:28][CH:29]5[CH2:34][CH2:33][O:32][CH2:31][CH2:30]5)=[C:24]([CH:27]=4)[C:25]#[N:26])[N:15]=3)=[CH:9][CH:8]=2)[CH2:6][CH2:5][NH:4][CH2:3][CH2:2]1.[C:35](O)(=[O:38])[CH2:36][OH:37].C(N(CC)C(C)C)(C)C.CN(C(ON1N=NC2C=CC=NC1=2)=[N+](C)C)C.F[P-](F)(F)(F)(F)F, predict the reaction product. The product is: [OH:38][CH2:35][C:36]([N:4]1[CH2:5][CH2:6][N:1]([C:7]2[CH:8]=[CH:9][C:10]([NH:13][C:14]3[N:19]=[CH:18][N:17]=[C:16]([C:20]4[CH:21]=[CH:22][C:23]([O:28][CH:29]5[CH2:34][CH2:33][O:32][CH2:31][CH2:30]5)=[C:24]([CH:27]=4)[C:25]#[N:26])[N:15]=3)=[CH:11][CH:12]=2)[CH2:2][CH2:3]1)=[O:37]. (2) Given the reactants Br[C:2]1[CH:11]=[C:10]2[C:5]([CH:6]=[CH:7][C:8]([C@H:12]([NH:14][C:15]([C@@H:17]3[CH2:22][CH2:21][CH2:20][N:19]([C:23](=[O:34])[C@@H:24]([NH:26][C:27](=[O:33])[C@@H:28]([OH:32])[CH:29]([CH3:31])[CH3:30])[CH3:25])[NH:18]3)=[O:16])[CH3:13])=[N:9]2)=[CH:4][CH:3]=1.[F:35][CH:36]([F:46])[O:37][CH2:38][C@@:39]([CH3:45])([CH:43]=[CH2:44])[C:40]([OH:42])=[O:41].C1(C)C=CC=CC=1P(C1C=CC=CC=1C)C1C=CC=CC=1C.C(N(CC)CC)C, predict the reaction product. The product is: [F:35][CH:36]([F:46])[O:37][CH2:38][C@@:39]([CH3:45])(/[CH:43]=[CH:44]/[C:2]1[CH:11]=[C:10]2[C:5]([CH:6]=[CH:7][C:8]([C@H:12]([NH:14][C:15]([C@@H:17]3[CH2:22][CH2:21][CH2:20][N:19]([C:23](=[O:34])[C@@H:24]([NH:26][C:27](=[O:33])[C@@H:28]([OH:32])[CH:29]([CH3:30])[CH3:31])[CH3:25])[NH:18]3)=[O:16])[CH3:13])=[N:9]2)=[CH:4][CH:3]=1)[C:40]([OH:42])=[O:41].